Dataset: Forward reaction prediction with 1.9M reactions from USPTO patents (1976-2016). Task: Predict the product of the given reaction. (1) Given the reactants Br[C:2]1[S:6][C:5]([C:7]([O:9][CH2:10][CH3:11])=[O:8])=[CH:4][C:3]=1[N+:12]([O-])=O, predict the reaction product. The product is: [NH2:12][C:3]1[CH:4]=[C:5]([C:7]([O:9][CH2:10][CH3:11])=[O:8])[S:6][CH:2]=1. (2) The product is: [NH2:34][C:35]([C@@H:37]1[CH2:41][CH2:40][C@H:39]([C:42]2[CH:47]=[CH:46][C:45]([O:48][C@@H:62]([C:56]3[CH:61]=[CH:60][CH:59]=[CH:58][CH:57]=3)[CH3:63])=[CH:44][CH:43]=2)[N:38]1[C:49]([O:51][C:52]([CH3:55])([CH3:54])[CH3:53])=[O:50])=[O:36]. Given the reactants C1C=CC(P(C2C=CC=CC=2)C2C=CC=CC=2)=CC=1.CC(OC(/N=N/C(OC(C)C)=O)=O)C.[NH2:34][C:35]([C@@H:37]1[CH2:41][CH2:40][C@H:39]([C:42]2[CH:47]=[CH:46][C:45]([OH:48])=[CH:44][CH:43]=2)[N:38]1[C:49]([O:51][C:52]([CH3:55])([CH3:54])[CH3:53])=[O:50])=[O:36].[C:56]1([C@H:62](O)[CH3:63])[CH:61]=[CH:60][CH:59]=[CH:58][CH:57]=1, predict the reaction product. (3) Given the reactants [F:1][C:2]1[CH:7]=[CH:6][C:5]([S:8]([C:11]2[CH:16]=[CH:15][C:14](Br)=[CH:13][CH:12]=2)(=[O:10])=[O:9])=[CH:4][CH:3]=1.[Cl:18][C:19]1[CH:20]=[CH:21][C:22]([O:28][CH3:29])=[C:23](B(O)O)[CH:24]=1, predict the reaction product. The product is: [Cl:18][C:19]1[CH:24]=[CH:23][C:22]([O:28][CH3:29])=[C:21]([C:14]2[CH:15]=[CH:16][C:11]([S:8]([C:5]3[CH:6]=[CH:7][C:2]([F:1])=[CH:3][CH:4]=3)(=[O:10])=[O:9])=[CH:12][CH:13]=2)[CH:20]=1. (4) Given the reactants [F:1][C:2]1[CH:3]=[C:4]([C:8]2[CH:16]=[C:15]3[C:11]([CH2:12][CH2:13][CH:14]3[NH:17][C:18]3[CH:19]=[C:20]([CH:27]=[CH:28][CH:29]=3)[O:21][CH2:22][C:23]([O:25][CH3:26])=[O:24])=[CH:10][CH:9]=2)[CH:5]=[CH:6][CH:7]=1.CN(C1C=CC=CN=1)C.[C:39](Cl)(=[O:41])[CH3:40].C(N(CC)CC)C, predict the reaction product. The product is: [F:1][C:2]1[CH:3]=[C:4]([C:8]2[CH:16]=[C:15]3[C:11]([CH2:12][CH2:13][CH:14]3[N:17]([C:18]3[CH:19]=[C:20]([CH:27]=[CH:28][CH:29]=3)[O:21][CH2:22][C:23]([O:25][CH3:26])=[O:24])[C:39](=[O:41])[CH3:40])=[CH:10][CH:9]=2)[CH:5]=[CH:6][CH:7]=1. (5) Given the reactants [CH:1]1([NH:5][S:6]([N:9]2[C:14]3([CH2:16][CH2:15]3)[CH2:13][N:12]([C:17]3[C:18]4[CH:25]=[CH:24][NH:23][C:19]=4[N:20]=[CH:21][N:22]=3)[CH2:11][CH2:10]2)(=[O:8])=[O:7])[CH2:4][CH2:3][CH2:2]1.C([O-])([O-])=O.[K+].[K+].[O:32](C(OC(C)(C)C)=O)[C:33]([O:35][C:36]([CH3:39])([CH3:38])[CH3:37])=O.O, predict the reaction product. The product is: [CH:1]1([NH:5][S:6]([N:9]2[C:14]3([CH2:15][CH2:16]3)[CH2:13][N:12]([C:17]3[C:18]4[CH:25]=[CH:24][N:23]([C:33]([O:35][C:36]([CH3:39])([CH3:38])[CH3:37])=[O:32])[C:19]=4[N:20]=[CH:21][N:22]=3)[CH2:11][CH2:10]2)(=[O:7])=[O:8])[CH2:4][CH2:3][CH2:2]1.